This data is from Peptide-MHC class I binding affinity with 185,985 pairs from IEDB/IMGT. The task is: Regression. Given a peptide amino acid sequence and an MHC pseudo amino acid sequence, predict their binding affinity value. This is MHC class I binding data. (1) The peptide sequence is YPLTFGWCY. The MHC is HLA-B42:01 with pseudo-sequence HLA-B42:01. The binding affinity (normalized) is 0.167. (2) The peptide sequence is SVDSDHLGY. The MHC is HLA-A01:01 with pseudo-sequence HLA-A01:01. The binding affinity (normalized) is 1.00.